From a dataset of Full USPTO retrosynthesis dataset with 1.9M reactions from patents (1976-2016). Predict the reactants needed to synthesize the given product. (1) Given the product [N+:43]([C:40]1[CH:41]=[CH:42][C:37]([N:22]2[CH2:23][CH2:24][CH:25]([NH:28][C:29](=[O:35])[O:30][C:31]([CH3:32])([CH3:34])[CH3:33])[CH2:26][CH2:27]2)=[CH:38][CH:39]=1)([O-:45])=[O:44], predict the reactants needed to synthesize it. The reactants are: NC1C=CC(N2CCC(NC(=O)OC(C)(C)C)CC2)=CC=1.[NH:22]1[CH2:27][CH2:26][CH:25]([NH:28][C:29](=[O:35])[O:30][C:31]([CH3:34])([CH3:33])[CH3:32])[CH2:24][CH2:23]1.F[C:37]1[CH:42]=[CH:41][C:40]([N+:43]([O-:45])=[O:44])=[CH:39][CH:38]=1. (2) Given the product [NH:1]([C:15]([O:17][CH2:18][C:19]1[CH:24]=[CH:23][CH:22]=[CH:21][CH:20]=1)=[O:16])[C@H:2]([C:12]([NH:42][C@H:43]([C:45]([O:47][CH2:48][C:49]1[CH:54]=[CH:53][CH:52]=[CH:51][CH:50]=1)=[O:46])[CH3:44])=[O:14])[CH2:3][NH:4][C:5]([O:7][C:8]([CH3:9])([CH3:10])[CH3:11])=[O:6], predict the reactants needed to synthesize it. The reactants are: [NH:1]([C:15]([O:17][CH2:18][C:19]1[CH:24]=[CH:23][CH:22]=[CH:21][CH:20]=1)=[O:16])[C@H:2]([C:12]([OH:14])=O)[CH2:3][NH:4][C:5]([O:7][C:8]([CH3:11])([CH3:10])[CH3:9])=[O:6].ON1C2C=CC=CC=2N=N1.CN1CCOCC1.[NH2:42][C@H:43]([C:45]([O:47][CH2:48][C:49]1[CH:54]=[CH:53][CH:52]=[CH:51][CH:50]=1)=[O:46])[CH3:44].